The task is: Binary Classification. Given a miRNA mature sequence and a target amino acid sequence, predict their likelihood of interaction.. This data is from Experimentally validated miRNA-target interactions with 360,000+ pairs, plus equal number of negative samples. (1) The miRNA is hsa-miR-4676-3p with sequence CACUGUUUCACCACUGGCUCUU. The protein sequence of the target gene is MSVTYDDSVGVEVSSDSFWEVGNYKRTVKRIDDGHRLCGDLMNCLHERARIEKAYAQQLTEWARRWRQLVEKGPQYGTVEKAWIAVMSEAERVSELHLEVKASLMNEDFEKIKNWQKEAFHKQMMGGFKETKEAEDGFRKAQKPWAKKLKEVEAAKKAHHTACKEEKLAISREANSKADPSLNPEQLKKLQDKIEKCKQDVLKTKDKYEKSLKELDQTTPQYMENMEQVFEQCQQFEEKRLRFFREVLLEVQKHLDLSNVASYKTIYRELEQSIKAADAVEDLRWFRANHGPGMAMNWPQ.... Result: 0 (no interaction). (2) The protein sequence of the target gene is MSRKGPRAEVCADCSAPDPGWASISRGVLVCDECCSVHRSLGRHISIVKHLRHSAWPPTLLQMVHTLASNGANSIWEHSLLDPAQVQSGRRKANPQDKVHPIKSEFIRAKYQMLAFVHKLPCRDDDGVTAKDLSKQLHSSVRTGNLETCLRLLSLGAQANFFHPEKGTTPLHVAAKAGQTLQAELLVVYGADPGSPDVNGRTPIDYARQAGHHELAERLVECQYELTDRLAFYLCGRKPDHKNGHYIIPQMADSLDLSELAKAAKKKLQALSNRLFEELAMDVYDEVDRRENDAVWLATQ.... The miRNA is hsa-miR-6790-5p with sequence GUGAGUGUGGAUUUGGCGGGGUU. Result: 0 (no interaction). (3) The miRNA is hsa-miR-6808-5p with sequence CAGGCAGGGAGGUGGGACCAUG. The protein sequence of the target gene is MSLTSWFLVSSGGTRHRLPREMIFVGRDDCELMLQSRSVDKQHAVINYDASMDEHLVKDLGSLNGTFVNDVRIPEQTYITLKLEDKLRFGYDTNLFTVVRGEMRVPEEALKHEKFTIQLQLSQKSSESELPKSASAKGTDSKVEAAAEVQPRATEALKSEEKPMDVSAMPRGTPLYGQPSWWGDAEEDEQRAFKANGKPEGKSQEAGASGCSTEAKHVEGQSAAASEEALFPFCREPSYFEIPTKEFQQPSQIAESTIHEIPTKDTPSSHTAGAGHASFTIEFDDSTPGKVTIRDHVTKF.... Result: 0 (no interaction). (4) The miRNA is hsa-miR-544b with sequence ACCUGAGGUUGUGCAUUUCUAA. The protein sequence of the target gene is MEPEEGTPLWRLQKLPAELGPQLLHKIIDGICGRAYPVYQDYHTVWESEEWMHVLEDIAKFFKAIVGKNLPDEEIFQQLNQLNSLHQETIMKCVKSRKDEIKQALSREIVAISSAQLQDFDWQVKLALSSDKIAALRMPLLSLHLDVKENGEVKPYSIEMSREELQNLIQSLEAANKVVLQLK. Result: 0 (no interaction). (5) The miRNA is hsa-miR-3186-5p with sequence CAGGCGUCUGUCUACGUGGCUU. The protein sequence of the target gene is MAEDLSAATSYTEDDFYCPVCQEVLKTPVRTTACQHVFCRKCFLTAMRESGAHCPLCRGNVTRRERACPERALDLENIMRKFSGSCRCCAKQIKFYRMRHHYKSCKKYQDEYGVSSIIPNFQISQDSVGNSNRSETSTSDNTETYQENTSSSGHPTFKCPLCQESNFTRQRLLDHCNSNHLFQIVPVTCPICVSLPWGDPSQITRNFVSHLNQRHQFDYGEFVNLQLDEETQYQTAVEESFQVNI. Result: 0 (no interaction). (6) The miRNA is hsa-miR-4747-5p with sequence AGGGAAGGAGGCUUGGUCUUAG. The protein sequence of the target gene is MANETQKVGAIHFPFPFTPYSIQEDFMAELYRVLEAGKIGIFESPTGTGKSLSLICGALSWLRDFEQKKREEEARLLETGTGPLHDEKDESLCLSSSCEGAAGTPRPAGEPAWVTQFVQKKEERDLVDRLKAEQARRKQREERLQQLQHRVQLKYAAKRLRQEEEERENLLRLSREMLETGPEAERLEQLESGEEELVLAEYESDEEKKVASRVDEDEDDLEEEHITKIYYCSRTHSQLAQFVHEVKKSPFGKDVRLVSLGSRQNLCVNEDVKSLGSVQLINDRCVDMQRSRHEKKKGAE.... Result: 1 (interaction).